Dataset: Reaction yield outcomes from USPTO patents with 853,638 reactions. Task: Predict the reaction yield, written as a fraction of the theoretical maximum amount of product (1.0 means a 100% yield; for example, 0.34 means a 34% yield). (1) The reactants are [Cl:1][C:2]1[CH:7]=[CH:6][C:5]([C@@:8]2([OH:35])[C@H:13]([O:14][Si](C)(C)C)[C@@H:12]([O:19][Si](C)(C)C)[C@H:11]([O:24][Si](C)(C)C)[C@@H:10]([CH2:29][O:30][Si](C)(C)C)[O:9]2)=[CH:4][C:3]=1[CH2:36][C:37]1[CH:42]=[CH:41][C:40]([O:43][CH2:44][CH3:45])=[C:39]([F:46])[C:38]=1[F:47].[CH3:48]S(O)(=O)=O.C(=O)(O)[O-].[Na+]. The catalyst is O1CCCC1.CO. The product is [Cl:1][C:2]1[CH:7]=[CH:6][C:5]([C@@:8]2([O:35][CH3:48])[C@H:13]([OH:14])[C@@H:12]([OH:19])[C@H:11]([OH:24])[C@@H:10]([CH2:29][OH:30])[O:9]2)=[CH:4][C:3]=1[CH2:36][C:37]1[CH:42]=[CH:41][C:40]([O:43][CH2:44][CH3:45])=[C:39]([F:46])[C:38]=1[F:47]. The yield is 0.540. (2) The reactants are [NH2:1][C@H:2]([CH:21]([CH3:23])[CH3:22])[C:3]([N:5]1[CH2:10][CH2:9][C@@:8]([C:12]2[CH:17]=[CH:16][C:15]([Cl:18])=[CH:14][CH:13]=2)([OH:11])[C:7]([CH3:20])([CH3:19])[CH2:6]1)=[O:4].C(N(CC)CC)C.C(Cl)Cl.[C:34](Cl)(=[O:42])[O:35][C:36]1[CH:41]=[CH:40][CH:39]=[CH:38][CH:37]=1. The catalyst is CCOC(C)=O. The product is [Cl:18][C:15]1[CH:14]=[CH:13][C:12]([C@@:8]2([OH:11])[CH2:9][CH2:10][N:5]([C:3](=[O:4])[C@H:2]([NH:1][C:34](=[O:42])[O:35][C:36]3[CH:41]=[CH:40][CH:39]=[CH:38][CH:37]=3)[CH:21]([CH3:23])[CH3:22])[CH2:6][C:7]2([CH3:19])[CH3:20])=[CH:17][CH:16]=1. The yield is 0.590. (3) The reactants are [NH2:1][C:2]1[C:3]2[N:4]([C:8]([C@H:12]3[CH2:22][N:16]4[C:17](=[O:21])[CH2:18][NH:19][CH2:20][C@@H:15]4[CH2:14][CH2:13]3)=[N:9][C:10]=2[Br:11])[CH:5]=[CH:6][N:7]=1.C=O.[BH3-][C:26]#N.[Na+].C([O-])(O)=O.[Na+]. The catalyst is CO.O.CC(O)=O. The product is [NH2:1][C:2]1[C:3]2[N:4]([C:8]([C@H:12]3[CH2:22][N:16]4[C:17](=[O:21])[CH2:18][N:19]([CH3:26])[CH2:20][C@@H:15]4[CH2:14][CH2:13]3)=[N:9][C:10]=2[Br:11])[CH:5]=[CH:6][N:7]=1. The yield is 0.481. (4) No catalyst specified. The reactants are [F:1][C:2]1[CH:7]=[CH:6][C:5]([CH2:8][C:9]2[CH:18]=[C:17]3[C:12]([C:13]([OH:30])=[C:14]([C:25](OCC)=[O:26])[C:15](=[O:24])[N:16]3[CH2:19][C:20]([F:23])([F:22])[F:21])=[N:11][CH:10]=2)=[CH:4][CH:3]=1.[NH2:31][CH:32]([CH3:35])[CH2:33][OH:34]. The yield is 0.650. The product is [F:1][C:2]1[CH:7]=[CH:6][C:5]([CH2:8][C:9]2[CH:18]=[C:17]3[C:12]([C:13]([OH:30])=[C:14]([C:25]([NH:31][CH:32]([CH3:35])[CH2:33][OH:34])=[O:26])[C:15](=[O:24])[N:16]3[CH2:19][C:20]([F:23])([F:22])[F:21])=[N:11][CH:10]=2)=[CH:4][CH:3]=1. (5) The reactants are [CH3:1][C:2]1[CH:7]=[C:6]([C:8]2[CH:9]=[CH:10][C:11]3[N:17]4[CH2:18][C@H:14]([CH2:15][CH2:16]4)[NH:13][C:12]=3[N:19]=2)[CH:5]=[CH:4][N:3]=1.C1([O:26][C:27](=O)[NH:28][C:29]2[CH:37]=[CH:36][C:35]3[C:31](=[CH:32][N:33]([CH3:38])[N:34]=3)[CH:30]=2)C=CC=CC=1. The catalyst is CN(C1C=CN=CC=1)C.C1COCC1. The product is [CH3:38][N:33]1[CH:32]=[C:31]2[C:35]([CH:36]=[CH:37][C:29]([NH:28][C:27]([N:13]3[C@@H:14]4[CH2:18][N:17]([CH2:16][CH2:15]4)[C:11]4[CH:10]=[CH:9][C:8]([C:6]5[CH:5]=[CH:4][N:3]=[C:2]([CH3:1])[CH:7]=5)=[N:19][C:12]3=4)=[O:26])=[CH:30]2)=[N:34]1. The yield is 0.400.